Dataset: Peptide-MHC class I binding affinity with 185,985 pairs from IEDB/IMGT. Task: Regression. Given a peptide amino acid sequence and an MHC pseudo amino acid sequence, predict their binding affinity value. This is MHC class I binding data. (1) The binding affinity (normalized) is 0.0847. The peptide sequence is YLQAKSQVL. The MHC is HLA-A24:03 with pseudo-sequence HLA-A24:03. (2) The peptide sequence is VQYRHVEL. The MHC is H-2-Db with pseudo-sequence H-2-Db. The binding affinity (normalized) is 0.0132. (3) The peptide sequence is PGYRWMCLR. The binding affinity (normalized) is 0.551. The MHC is Patr-A0401 with pseudo-sequence Patr-A0401. (4) The peptide sequence is TVQIIKLL. The MHC is HLA-A02:01 with pseudo-sequence HLA-A02:01. The binding affinity (normalized) is 0.00524. (5) The peptide sequence is RTLHPFGCK. The MHC is HLA-A29:02 with pseudo-sequence HLA-A29:02. The binding affinity (normalized) is 0.0847. (6) The peptide sequence is SDYLELDTG. The MHC is Mamu-B01 with pseudo-sequence Mamu-B01. The binding affinity (normalized) is 0.361.